Task: Regression/Classification. Given a drug SMILES string, predict its absorption, distribution, metabolism, or excretion properties. Task type varies by dataset: regression for continuous measurements (e.g., permeability, clearance, half-life) or binary classification for categorical outcomes (e.g., BBB penetration, CYP inhibition). Dataset: bbb_martins.. Dataset: Blood-brain barrier penetration binary classification data from Martins et al. (1) The molecule is CC(=O)OCC(=O)[C@@]12OC(C)(C)O[C@@H]1C[C@H]1C3CC(C#N)=C4C=C(OCCCl)CCC4(C)[C@@]3(F)C(O)CC12C. The result is 1 (penetrates BBB). (2) The compound is CCCC(C)C. The result is 1 (penetrates BBB). (3) The compound is O=C(CCNNC(=O)c1ccncc1)NCc1ccccc1. The result is 1 (penetrates BBB). (4) The drug is O=C1CN=C(c2ccccc2)c2cc([N+](=O)[O-])ccc2N1. The result is 1 (penetrates BBB). (5) The drug is CCCCCCN1CCC(C(=O)N(C)CC)(c2ccccc2)CC1. The result is 1 (penetrates BBB). (6) The molecule is COCN1C(=O)CN=C(c2ccccc2)c2cc([N+](=O)[O-])ccc21. The result is 1 (penetrates BBB). (7) The drug is CN(C)CC(=O)N1c2ccccc2Sc2ccccc21. The result is 1 (penetrates BBB). (8) The result is 1 (penetrates BBB). The compound is CCCNC(=O)c1ccc2c(c1)N([C@@H](C)CN1CCCC1)c1ccccc1S2. (9) The compound is CC(=O)OCOC(=O)C1N2C(=O)C(NC(=O)Cc3ccccc3)C2SC1(C)C. The result is 0 (does not penetrate BBB). (10) The drug is FC(F)(F)c1ccc2c(c1)N(CCCN1CCN(C3CC3)CC1)c1ccccc1S2. The result is 1 (penetrates BBB).